This data is from Catalyst prediction with 721,799 reactions and 888 catalyst types from USPTO. The task is: Predict which catalyst facilitates the given reaction. (1) Reactant: [CH3:1][C:2]1[NH:3][C:4]([NH:7][C:8]([NH:10]C(=O)C2C=CC=CC=2)=[S:9])=[N:5][N:6]=1. Product: [CH3:1][C:2]1[NH:3][C:4]([NH:7][C:8]([NH2:10])=[S:9])=[N:5][N:6]=1. The catalyst class is: 74. (2) Reactant: [NH:1]1[CH2:6][CH2:5][O:4][CH2:3][CH:2]1[C:7]([OH:9])=[O:8].[OH-].[Na+].Cl[C:13]([O:15][CH2:16][C:17]1[CH:22]=[CH:21][CH:20]=[CH:19][CH:18]=1)=[O:14]. Product: [CH2:16]([O:15][C:13]([N:1]1[CH2:6][CH2:5][O:4][CH2:3][CH:2]1[C:7]([OH:9])=[O:8])=[O:14])[C:17]1[CH:22]=[CH:21][CH:20]=[CH:19][CH:18]=1. The catalyst class is: 6.